This data is from Forward reaction prediction with 1.9M reactions from USPTO patents (1976-2016). The task is: Predict the product of the given reaction. Given the reactants [CH3:1][O:2][C:3](=[O:22])[C:4]1[C:9]([N+:10]([O-])=O)=[CH:8][N:7]=[C:6]([O:13][C:14]2[CH:19]=[CH:18][C:17]([F:20])=[CH:16][C:15]=2[F:21])[CH:5]=1, predict the reaction product. The product is: [CH3:1][O:2][C:3](=[O:22])[C:4]1[C:9]([NH2:10])=[CH:8][N:7]=[C:6]([O:13][C:14]2[CH:19]=[CH:18][C:17]([F:20])=[CH:16][C:15]=2[F:21])[CH:5]=1.